This data is from Reaction yield outcomes from USPTO patents with 853,638 reactions. The task is: Predict the reaction yield, written as a fraction of the theoretical maximum amount of product (1.0 means a 100% yield; for example, 0.34 means a 34% yield). (1) The reactants are [CH2:1]([N:8]1[C:16]2[C:11](=[CH:12][CH:13]=[CH:14][CH:15]=2)[C:10]([C:17]([O:19]C)=[O:18])=[C:9]1[CH3:21])[C:2]1[CH:7]=[CH:6][CH:5]=[CH:4][CH:3]=1.[OH-].[Na+]. The catalyst is O1CCCC1.CO.O. The product is [CH2:1]([N:8]1[C:16]2[C:11](=[CH:12][CH:13]=[CH:14][CH:15]=2)[C:10]([C:17]([OH:19])=[O:18])=[C:9]1[CH3:21])[C:2]1[CH:3]=[CH:4][CH:5]=[CH:6][CH:7]=1. The yield is 0.500. (2) The reactants are C1(P(C2C=CC=CC=2)C2C=CC=CC=2)C=CC=CC=1.C1C=CC(COC(/N=N/C(OCC2C=CC=CC=2)=O)=O)=CC=1.[F:42][C:43]([F:52])([F:51])[C:44]1[CH:49]=[CH:48][C:47]([OH:50])=[CH:46][CH:45]=1.[CH3:53][C:54]1[O:58][C:57]([CH2:59][CH2:60]O)=[CH:56][CH:55]=1. The catalyst is C1COCC1. The product is [CH3:53][C:54]1[O:58][C:57]([CH2:59][CH2:60][O:50][C:47]2[CH:46]=[CH:45][C:44]([C:43]([F:51])([F:52])[F:42])=[CH:49][CH:48]=2)=[CH:56][CH:55]=1. The yield is 0.440.